This data is from Reaction yield outcomes from USPTO patents with 853,638 reactions. The task is: Predict the reaction yield, written as a fraction of the theoretical maximum amount of product (1.0 means a 100% yield; for example, 0.34 means a 34% yield). (1) The reactants are [N+:1]([C:4]1[CH:9]=[CH:8][C:7]([C:10]2[S:11][CH:12]=[CH:13][CH:14]=2)=[CH:6][C:5]=1[NH:15][C:16](=[O:23])[O:17][CH2:18][CH:19]1[CH2:22][NH:21][CH2:20]1)([O-:3])=[O:2].[C:24](OC(=O)C)(=[O:26])[CH3:25]. The catalyst is ClCCl. The product is [N+:1]([C:4]1[CH:9]=[CH:8][C:7]([C:10]2[S:11][CH:12]=[CH:13][CH:14]=2)=[CH:6][C:5]=1[NH:15][C:16](=[O:23])[O:17][CH2:18][CH:19]1[CH2:20][N:21]([C:24](=[O:26])[CH3:25])[CH2:22]1)([O-:3])=[O:2]. The yield is 0.790. (2) The reactants are C([C:3]1[CH:8]=[CH:7][CH:6]=[CH:5][C:4]=1[OH:9])#N.Cl.C([N:13]([CH2:16]C)CC)C.[N-:18]=[N+:19]=[N-:20].[Na+]. The catalyst is C1(C)C=CC=CC=1. The product is [N:13]1[CH:16]=[N:20][N:19]([C:3]2[CH:8]=[CH:7][CH:6]=[CH:5][C:4]=2[OH:9])[N:18]=1. The yield is 0.970. (3) The reactants are [CH3:1][N:2]1[CH:6]=[C:5]([C:7]2[CH:12]=[CH:11][N:10]=[CH:9][CH:8]=2)[C:4]([C:13]2[CH:18]=[CH:17][C:16]([C:19]#[C:20][Si](C)(C)C)=[CH:15][N:14]=2)=[N:3]1.CCCC[N+](CCCC)(CCCC)CCCC.[F-]. The catalyst is O. The product is [C:19]([C:16]1[CH:17]=[CH:18][C:13]([C:4]2[C:5]([C:7]3[CH:8]=[CH:9][N:10]=[CH:11][CH:12]=3)=[CH:6][N:2]([CH3:1])[N:3]=2)=[N:14][CH:15]=1)#[CH:20]. The yield is 0.900. (4) The reactants are [CH3:1][O:2][C:3]1[C:12]([C:13]([O:15]CC)=[O:14])=[C:11]([O:18][CH3:19])[C:10]2[C:5](=[CH:6][CH:7]=[CH:8][CH:9]=2)[N:4]=1.Cl. The catalyst is [OH-].[Na+]. The product is [CH3:1][O:2][C:3]1[C:12]([C:13]([OH:15])=[O:14])=[C:11]([O:18][CH3:19])[C:10]2[C:5](=[CH:6][CH:7]=[CH:8][CH:9]=2)[N:4]=1. The yield is 0.500. (5) The reactants are [CH3:1][NH:2][C:3]1[CH:4]=[CH:5][C:6]2[NH:7][C:8]3[C:13]([S:14][C:15]=2[CH:16]=1)=[CH:12][C:11]([NH:17][CH3:18])=[CH:10][CH:9]=3.[C:19](OC(=O)C)(=[O:21])[CH3:20]. The catalyst is N1C=CC=CC=1. The product is [CH3:1][NH:2][C:3]1[CH:4]=[CH:5][C:6]2[N:7]([C:19](=[O:21])[CH3:20])[C:8]3[C:13]([S:14][C:15]=2[CH:16]=1)=[CH:12][C:11]([NH:17][CH3:18])=[CH:10][CH:9]=3. The yield is 0.490. (6) The reactants are C[O:2][C:3](=O)[C:4]1[CH:9]=[CH:8][C:7]([NH:10][CH2:11][C:12]2[CH:17]=[CH:16][N:15]=[CH:14][C:13]=2[Cl:18])=[N:6][CH:5]=1.[AlH4-].[Li+].O.O.O.O.O.O.O.O.O.O.S([O-])([O-])(=O)=O.[Na+].[Na+]. The catalyst is O1CCCC1. The product is [Cl:18][C:13]1[CH:14]=[N:15][CH:16]=[CH:17][C:12]=1[CH2:11][NH:10][C:7]1[N:6]=[CH:5][C:4]([CH2:3][OH:2])=[CH:9][CH:8]=1. The yield is 0.560. (7) The reactants are [F:1][C:2]1[C:7]([F:8])=[CH:6][C:5]([C:9]2[CH:14]=[CH:13][C:12]([O:15][CH2:16][C:17]3[CH:18]=[C:19]([CH:22]=[CH:23][CH:24]=3)[CH:20]=[O:21])=[CH:11][CH:10]=2)=[C:4]([O:25][CH3:26])[CH:3]=1.[H-].[Al+3].[Li+].[H-].[H-].[H-].O. The catalyst is C1COCC1. The product is [F:1][C:2]1[C:7]([F:8])=[CH:6][C:5]([C:9]2[CH:10]=[CH:11][C:12]([O:15][CH2:16][C:17]3[CH:18]=[C:19]([CH2:20][OH:21])[CH:22]=[CH:23][CH:24]=3)=[CH:13][CH:14]=2)=[C:4]([O:25][CH3:26])[CH:3]=1. The yield is 1.00. (8) The reactants are [F:1][C:2]1[CH:3]=[C:4]([S:9]([N:12]2[CH2:17][CH2:16][C:15]3[N:18]([C:28]([C:41]4[CH:46]=[CH:45][CH:44]=[CH:43][CH:42]=4)([C:35]4[CH:40]=[CH:39][CH:38]=[CH:37][CH:36]=4)[C:29]4[CH:34]=[CH:33][CH:32]=[CH:31][CH:30]=4)[N:19]=[C:20]([NH:21]C(=O)C(F)(F)F)[C:14]=3[CH2:13]2)(=[O:11])=[O:10])[CH:5]=[C:6]([F:8])[CH:7]=1. The catalyst is CO.C(N(CC)CC)C. The product is [F:8][C:6]1[CH:5]=[C:4]([S:9]([N:12]2[CH2:17][CH2:16][C:15]3[N:18]([C:28]([C:41]4[CH:46]=[CH:45][CH:44]=[CH:43][CH:42]=4)([C:35]4[CH:36]=[CH:37][CH:38]=[CH:39][CH:40]=4)[C:29]4[CH:34]=[CH:33][CH:32]=[CH:31][CH:30]=4)[N:19]=[C:20]([NH2:21])[C:14]=3[CH2:13]2)(=[O:11])=[O:10])[CH:3]=[C:2]([F:1])[CH:7]=1. The yield is 0.860. (9) The reactants are Cl[C:2]1[C:7]([F:8])=[C:6](Cl)[N:5]=[C:4]([CH3:10])[N:3]=1.[S:11]1[CH:15]=[CH:14][N:13]=[C:12]1[CH2:16][NH2:17].C(N(CC)CC)C.[NH2:25][NH2:26]. The catalyst is CS(C)=O. The product is [F:8][C:7]1[C:2]([NH:25][NH2:26])=[N:3][C:4]([CH3:10])=[N:5][C:6]=1[NH:17][CH2:16][C:12]1[S:11][CH:15]=[CH:14][N:13]=1. The yield is 0.380. (10) The catalyst is O1CCOCC1.[Cu]I. The product is [CH3:19][O:18][C:15]1[CH:16]=[CH:17][C:12]([N:3]2[C:4]3[C:9](=[CH:8][CH:7]=[CH:6][CH:5]=3)[CH:10]=[C:2]2[CH3:1])=[CH:13][CH:14]=1. The yield is 0.740. The reactants are [CH3:1][C:2]1[NH:3][C:4]2[C:9]([CH:10]=1)=[CH:8][CH:7]=[CH:6][CH:5]=2.I[C:12]1[CH:17]=[CH:16][C:15]([O:18][CH3:19])=[CH:14][CH:13]=1.N[C@@H]1CCCC[C@H]1N.[O-]P([O-])([O-])=O.[K+].[K+].[K+].